From a dataset of Forward reaction prediction with 1.9M reactions from USPTO patents (1976-2016). Predict the product of the given reaction. Given the reactants B(O)O.Br[C:5]1[CH:6]=[C:7]([CH:10]=[CH:11][N:12]=1)[CH:8]=[O:9].[O:13]1[CH:17]=[CH:16][C:15](B(O)O)=[CH:14]1, predict the reaction product. The product is: [O:13]1[CH:17]=[CH:16][C:15]([C:5]2[CH:6]=[C:7]([CH:10]=[CH:11][N:12]=2)[CH:8]=[O:9])=[CH:14]1.